This data is from Reaction yield outcomes from USPTO patents with 853,638 reactions. The task is: Predict the reaction yield, written as a fraction of the theoretical maximum amount of product (1.0 means a 100% yield; for example, 0.34 means a 34% yield). (1) The reactants are [H-].[Na+].[CH3:3]N(C)C=O.[Cl:8][C:9]1[NH:13][C:12]2[CH:14]=[CH:15][CH:16]=[CH:17][C:11]=2[N:10]=1.CI. The catalyst is O. The product is [Cl:8][C:9]1[N:13]([CH3:3])[C:12]2[CH:14]=[CH:15][CH:16]=[CH:17][C:11]=2[N:10]=1. The yield is 0.910. (2) The reactants are [Br:1][C:2]1[CH:7]=[CH:6][C:5]([CH2:8][C:9]([OH:11])=O)=[CH:4][CH:3]=1.C(N(C(C)C)CC)(C)C.C(N1C=CN=C1)(N1C=CN=C1)=O.[F:33][C:34]([F:43])([F:42])[C:35]1[CH:36]=[C:37]([CH:39]=[CH:40][CH:41]=1)[NH2:38]. The catalyst is O1CCCC1.ClCCl. The product is [Br:1][C:2]1[CH:3]=[CH:4][C:5]([CH2:8][C:9]([NH:38][C:37]2[CH:39]=[CH:40][CH:41]=[C:35]([C:34]([F:33])([F:42])[F:43])[CH:36]=2)=[O:11])=[CH:6][CH:7]=1. The yield is 0.781. (3) The reactants are Cl[C:2]1[CH:3]=[C:4]([CH2:18][C:19]([O:21]C)=[O:20])[CH:5]=[CH:6][C:7]=1NC(NC1C=CC=CC=1)=O.[OH-].[Na+]. The catalyst is C1COCC1. The product is [C:4]1([CH2:18][C:19]([OH:21])=[O:20])[CH:5]=[CH:6][CH:7]=[CH:2][CH:3]=1. The yield is 0.920. (4) The reactants are C[Al](C)C.[F:5][C:6]([F:10])([F:9])[CH2:7][NH2:8].C[O:12][C:13](=O)[C:14]1[CH:19]=[CH:18][C:17]([NH:20][CH2:21][C:22]2[C:23]([C:28]3[CH:33]=[CH:32][CH:31]=[C:30]([F:34])[CH:29]=3)=[N:24][O:25][C:26]=2[CH3:27])=[N:16][CH:15]=1.C(C(C(C([O-])=O)O)O)([O-])=O.[K+].[Na+]. The catalyst is O1CCOCC1. The product is [F:34][C:30]1[CH:29]=[C:28]([C:23]2[C:22]([CH2:21][NH:20][C:17]3[CH:18]=[CH:19][C:14]([C:13]([NH:8][CH2:7][C:6]([F:10])([F:9])[F:5])=[O:12])=[CH:15][N:16]=3)=[C:26]([CH3:27])[O:25][N:24]=2)[CH:33]=[CH:32][CH:31]=1. The yield is 0.860. (5) The reactants are [CH3:1][C:2]1[CH:7]=[C:6]([CH3:8])[N:5]2[N:9]=[C:10]([SH:12])[N:11]=[C:4]2[N:3]=1.[NH:13]1[C:21]2[C:16](=[CH:17][CH:18]=[CH:19][CH:20]=2)[C:15]([CH2:22][CH2:23]O)=[CH:14]1. No catalyst specified. The product is [CH3:1][C:2]1[CH:7]=[C:6]([CH3:8])[N:5]2[N:9]=[C:10]([S:12][CH2:23][CH2:22][C:15]3[C:16]4[C:21](=[CH:20][CH:19]=[CH:18][CH:17]=4)[NH:13][CH:14]=3)[N:11]=[C:4]2[N:3]=1. The yield is 0.540.